From a dataset of Forward reaction prediction with 1.9M reactions from USPTO patents (1976-2016). Predict the product of the given reaction. The product is: [Br:17][CH2:2][C:3]1[CH:15]=[CH:14][C:6]([O:7][CH2:8][C:9]([O:11][CH2:12][CH3:13])=[O:10])=[C:5]([CH3:16])[CH:4]=1. Given the reactants O[CH2:2][C:3]1[CH:15]=[CH:14][C:6]([O:7][CH2:8][C:9]([O:11][CH2:12][CH3:13])=[O:10])=[C:5]([CH3:16])[CH:4]=1.[Br:17]C(Br)(Br)Br.C1(P(C2C=CC=CC=2)C2C=CC=CC=2)C=CC=CC=1, predict the reaction product.